The task is: Predict the product of the given reaction.. This data is from Forward reaction prediction with 1.9M reactions from USPTO patents (1976-2016). (1) Given the reactants [F:1][C:2]1[CH:10]=[C:9]2[C:5]([C:6]3([CH2:13][CH2:12]3)[C:7](=[O:11])[NH:8]2)=[CH:4][CH:3]=1.C1C(=O)N([Br:21])C(=O)C1, predict the reaction product. The product is: [Br:21][C:3]1[CH:4]=[C:5]2[C:9](=[CH:10][C:2]=1[F:1])[NH:8][C:7](=[O:11])[C:6]12[CH2:13][CH2:12]1. (2) Given the reactants S(Cl)([Cl:3])=O.[Cl:5][C:6]1[CH:14]=[CH:13][C:12]([N+:15]([O-:17])=[O:16])=[CH:11][C:7]=1[C:8](O)=[O:9], predict the reaction product. The product is: [Cl:5][C:6]1[CH:14]=[CH:13][C:12]([N+:15]([O-:17])=[O:16])=[CH:11][C:7]=1[C:8]([Cl:3])=[O:9]. (3) Given the reactants CON=[C:4]1[C:12]2[C:7](=[CH:8][C:9]([C:13]3[C:14]([C:22]4[CH:27]=[CH:26][N:25]=[CH:24][CH:23]=4)=[N:15][N:16]4[CH:21]=[CH:20][CH:19]=[N:18][C:17]=34)=[CH:10][CH:11]=2)[CH2:6][CH2:5]1.Cl.[O:29]1CCOCC1, predict the reaction product. The product is: [N:25]1[CH:26]=[CH:27][C:22]([C:14]2[C:13]([C:9]3[CH:8]=[C:7]4[C:12](=[CH:11][CH:10]=3)[C:4](=[O:29])[CH2:5][CH2:6]4)=[C:17]3[N:18]=[CH:19][CH:20]=[CH:21][N:16]3[N:15]=2)=[CH:23][CH:24]=1.